This data is from Reaction yield outcomes from USPTO patents with 853,638 reactions. The task is: Predict the reaction yield, written as a fraction of the theoretical maximum amount of product (1.0 means a 100% yield; for example, 0.34 means a 34% yield). (1) The reactants are [Cl-].O[NH3+:3].[C:4](=[O:7])([O-])[OH:5].[Na+].CS(C)=O.[CH2:13]([C:17]1[N:18]([CH2:32][C:33]2[CH:38]=[CH:37][C:36]([C:39]3[C:40]([C:45]#[N:46])=[CH:41][CH:42]=[CH:43][CH:44]=3)=[CH:35][CH:34]=2)[C:19](=[O:31])[C:20]([C:24]2[CH:29]=[CH:28][C:27]([F:30])=[CH:26][CH:25]=2)=[C:21]([CH3:23])[N:22]=1)[CH2:14][CH2:15][CH3:16]. The catalyst is O. The product is [CH2:13]([C:17]1[N:18]([CH2:32][C:33]2[CH:34]=[CH:35][C:36]([C:39]3[CH:44]=[CH:43][CH:42]=[CH:41][C:40]=3[C:45]3[NH:3][C:4](=[O:7])[O:5][N:46]=3)=[CH:37][CH:38]=2)[C:19](=[O:31])[C:20]([C:24]2[CH:25]=[CH:26][C:27]([F:30])=[CH:28][CH:29]=2)=[C:21]([CH3:23])[N:22]=1)[CH2:14][CH2:15][CH3:16]. The yield is 0.720. (2) The reactants are [Cl:1][C:2]1[CH:3]=[CH:4][C:5]([O:18][CH2:19][CH:20]([CH3:22])[CH3:21])=[C:6]([CH2:8][N:9]2[C:13]([CH3:14])=[CH:12][C:11]([C:15](O)=[O:16])=[N:10]2)[CH:7]=1.S(Cl)([Cl:25])=O. No catalyst specified. The product is [Cl:1][C:2]1[CH:3]=[CH:4][C:5]([O:18][CH2:19][CH:20]([CH3:22])[CH3:21])=[C:6]([CH2:8][N:9]2[C:13]([CH3:14])=[CH:12][C:11]([C:15]([Cl:25])=[O:16])=[N:10]2)[CH:7]=1. The yield is 1.00. (3) The reactants are [C:1]([O:5][C:6]([N:8]1[CH:14]([C:15]([OH:17])=O)[CH2:13][C:10]2([CH2:12][CH2:11]2)[CH2:9]1)=[O:7])([CH3:4])([CH3:3])[CH3:2].CN(C(ON1N=NC2C=CC=NC1=2)=[N+](C)C)C.F[P-](F)(F)(F)(F)F.Cl.Cl.[NH2:44][CH2:45][C:46]([C:48]1[CH:53]=[CH:52][C:51]([Br:54])=[CH:50][CH:49]=1)=[O:47].CCN(C(C)C)C(C)C. The catalyst is CN(C=O)C.C(OCC)(=O)C. The product is [C:1]([O:5][C:6]([N:8]1[CH:14]([C:15](=[O:17])[NH:44][CH2:45][C:46]([C:48]2[CH:53]=[CH:52][C:51]([Br:54])=[CH:50][CH:49]=2)=[O:47])[CH2:13][C:10]2([CH2:11][CH2:12]2)[CH2:9]1)=[O:7])([CH3:2])([CH3:3])[CH3:4]. The yield is 0.670. (4) The reactants are [Br:1][C:2]1[C:3]([F:12])=[C:4]2[C:10]([NH2:11])=[CH:9][NH:8][C:5]2=[N:6][CH:7]=1.[Cl:13][C:14]1[CH:15]=[C:16]([CH:20]=[CH:21][C:22]=1[F:23])[C:17](O)=[O:18].C1N(P(Cl)(N2C(=O)OCC2)=O)C(=O)OC1.C(N(CC)CC)C.[Li+].[OH-]. The catalyst is C(Cl)Cl.O. The product is [Br:1][C:2]1[C:3]([F:12])=[C:4]2[C:10]([NH:11][C:17](=[O:18])[C:16]3[CH:20]=[CH:21][C:22]([F:23])=[C:14]([Cl:13])[CH:15]=3)=[CH:9][NH:8][C:5]2=[N:6][CH:7]=1. The yield is 0.710. (5) The reactants are [CH3:1][C:2]1[NH:3][C:4](=O)[C:5]2[CH:10]=[C:9]([CH3:11])[O:8][C:6]=2[N:7]=1.O=P(Cl)(Cl)[Cl:15].C(Cl)(Cl)Cl.CCCCCC. The catalyst is C(OC(=O)C)(=O)C. The product is [Cl:15][C:4]1[C:5]2[CH:10]=[C:9]([CH3:11])[O:8][C:6]=2[N:7]=[C:2]([CH3:1])[N:3]=1. The yield is 0.850. (6) The reactants are [F:1][C:2]1[CH:7]=[C:6]([F:8])[CH:5]=[CH:4][C:3]=1[NH:9][C:10]1[O:11][CH2:12][C:13](=[O:19])[C:14]=1[C:15]([O:17][CH3:18])=[O:16].ClCC(=O)CC(OC)=O.FC1C=C(F)C=CC=1N=C=O.[NH:40]1[C:48]2[C:43](=[CH:44][CH:45]=[CH:46][N:47]=2)[C:42]([CH:49]=O)=[CH:41]1.N1CCC[C@H]1C(O)=O. The catalyst is CC(O)C. The product is [NH:40]1[C:48]2=[N:47][CH:46]=[CH:45][CH:44]=[C:43]2[C:42]([CH:49]=[C:12]2[O:11][C:10]([NH:9][C:3]3[CH:4]=[CH:5][C:6]([F:8])=[CH:7][C:2]=3[F:1])=[C:14]([C:15]([O:17][CH3:18])=[O:16])[C:13]2=[O:19])=[CH:41]1. The yield is 0.750. (7) The reactants are C(NC(C)C)(C)C.[Li]CCCC.[F:13][C:14]1[CH:22]=[CH:21][CH:20]=[C:19]2[C:15]=1[CH:16]=[CH:17][N:18]2[C:23]([O:25][C:26]([CH3:29])([CH3:28])[CH3:27])=[O:24].[B:30](OC(C)C)([O:35]C(C)C)[O:31]C(C)C. The catalyst is C1COCC1. The product is [C:26]([O:25][C:23]([N:18]1[C:19]2[C:15](=[C:14]([F:13])[CH:22]=[CH:21][CH:20]=2)[CH:16]=[C:17]1[B:30]([OH:35])[OH:31])=[O:24])([CH3:29])([CH3:28])[CH3:27]. The yield is 0.640. (8) The reactants are [N+:1]([C:4]1[CH:5]=[C:6]2[C:10](=[CH:11][CH:12]=1)[NH:9][C:8]([C:13]([O:15][CH2:16][CH3:17])=[O:14])=[CH:7]2)([O-:3])=[O:2].[C:18](=O)([O-])[O-].[K+].[K+].C1(C)C=CC(S(OC)(=O)=O)=CC=1.O. The catalyst is C(#N)C. The product is [CH3:18][N:9]1[C:10]2[C:6](=[CH:5][C:4]([N+:1]([O-:3])=[O:2])=[CH:12][CH:11]=2)[CH:7]=[C:8]1[C:13]([O:15][CH2:16][CH3:17])=[O:14]. The yield is 0.960. (9) The reactants are [CH:1]12[CH2:6][CH:5]1[CH2:4][N:3]([C:7]1[N:12]=[C:11]([NH:13][CH2:14][C:15]3[CH:20]=[CH:19][C:18]([O:21][CH3:22])=[C:17]([CH3:23])[CH:16]=3)[C:10]([C:24]([O:26]CC)=[O:25])=[CH:9][N:8]=1)[CH2:2]2.[OH-].[Na+]. The catalyst is O.C(O)C.C1COCC1. The product is [CH:5]12[CH2:6][CH:1]1[CH2:2][N:3]([C:7]1[N:12]=[C:11]([NH:13][CH2:14][C:15]3[CH:20]=[CH:19][C:18]([O:21][CH3:22])=[C:17]([CH3:23])[CH:16]=3)[C:10]([C:24]([OH:26])=[O:25])=[CH:9][N:8]=1)[CH2:4]2. The yield is 0.860. (10) The reactants are [N+:1]([C:4]1[CH:15]=[CH:14][C:7]([CH2:8][C:9]2[NH:10][CH:11]=[CH:12][N:13]=2)=[CH:6][CH:5]=1)([O-:3])=[O:2].[CH:16](N(CC)C(C)C)(C)[CH3:17].C(I)C. The catalyst is CN(C=O)C. The product is [CH2:16]([N:13]1[CH:12]=[CH:11][N:10]=[C:9]1[CH2:8][C:7]1[CH:14]=[CH:15][C:4]([N+:1]([O-:3])=[O:2])=[CH:5][CH:6]=1)[CH3:17]. The yield is 0.210.